Dataset: Reaction yield outcomes from USPTO patents with 853,638 reactions. Task: Predict the reaction yield, written as a fraction of the theoretical maximum amount of product (1.0 means a 100% yield; for example, 0.34 means a 34% yield). (1) The reactants are [N:1]([C:4]1[N:14]=[C:7]2[CH:8]=[CH:9][C:10]([O:12][CH3:13])=[CH:11][N:6]2[N:5]=1)=[C:2]=S.[CH2:15]([N:17]([CH2:20][CH3:21])[CH2:18][CH3:19])C.[CH:22]([N:25]=C=NC(C)C)(C)C.[C:31](=[O:34])(O)[O-].[Na+].[CH:36](Cl)(Cl)Cl. The catalyst is CN(C)C=O. The product is [CH3:13][O:12][C:10]1[CH:9]=[CH:8][C:7]2[N:6]([N:5]=[C:4]([NH:1][C:2]3[O:34][C@:31]4([CH2:22][N:25]=3)[CH:36]3[CH2:21][CH2:20][N:17]([CH2:18][CH2:19]3)[CH2:15]4)[N:14]=2)[CH:11]=1. The yield is 0.420. (2) The reactants are [Cl:1][C:2]1[CH:7]=[C:6]([C:8]2[CH:13]=[N:12][CH:11]=[C:10]([CH3:14])[N:9]=2)[CH:5]=[CH:4][C:3]=1[C:15]1[C:27](=[O:28])[N:26]([CH2:29][CH2:30][CH2:31][NH:32]C(=O)OC(C)(C)C)[C:18]2[N:19]=[C:20]([NH:23][CH2:24][CH3:25])[N:21]=[CH:22][C:17]=2[CH:16]=1.CO.Cl. The catalyst is C(Cl)Cl. The product is [NH2:32][CH2:31][CH2:30][CH2:29][N:26]1[C:18]2[N:19]=[C:20]([NH:23][CH2:24][CH3:25])[N:21]=[CH:22][C:17]=2[CH:16]=[C:15]([C:3]2[CH:4]=[CH:5][C:6]([C:8]3[CH:13]=[N:12][CH:11]=[C:10]([CH3:14])[N:9]=3)=[CH:7][C:2]=2[Cl:1])[C:27]1=[O:28]. The yield is 0.214. (3) The reactants are [Cl:1][C:2]1[CH:3]=[C:4]([N:10]2[CH2:21][CH2:20][C:13]3[N:14]=[CH:15][N:16]=[C:17]([O:18]C)[C:12]=3[CH2:11]2)[CH:5]=[N:6][C:7]=1[O:8][CH3:9].[OH-].[Na+]. The catalyst is CO. The product is [Cl:1][C:2]1[CH:3]=[C:4]([N:10]2[CH2:21][CH2:20][C:13]3[N:14]=[CH:15][N:16]=[C:17]([OH:18])[C:12]=3[CH2:11]2)[CH:5]=[N:6][C:7]=1[O:8][CH3:9]. The yield is 1.07. (4) The reactants are [CH3:1][O:2][C:3]1[CH:15]=[C:14]([O:16][CH3:17])[CH:13]=[CH:12][C:4]=1[CH2:5][NH:6][C:7]1[S:8][CH:9]=[N:10][N:11]=1.C[Si]([N-][Si](C)(C)C)(C)C.[Li+].[Cl:28][C:29]1[C:30]([F:40])=[CH:31][C:32]([F:39])=[C:33]([S:35](Cl)(=[O:37])=[O:36])[CH:34]=1.[Cl-].[NH4+]. The catalyst is CC1CCCO1.O. The product is [Cl:28][C:29]1[C:30]([F:40])=[CH:31][C:32]([F:39])=[C:33]([S:35]([N:6]([CH2:5][C:4]2[CH:12]=[CH:13][C:14]([O:16][CH3:17])=[CH:15][C:3]=2[O:2][CH3:1])[C:7]2[S:8][CH:9]=[N:10][N:11]=2)(=[O:37])=[O:36])[CH:34]=1. The yield is 0.580. (5) The reactants are [CH2:1]([C@H:5]1[NH:16][C:15](=[O:17])[CH2:14][CH2:13][CH:12]=[CH:11][CH2:10][C@@H:9]([CH2:18][C:19]([O:21]C(C)(C)C)=O)[C:8](=[O:26])[O:7][CH2:6]1)[CH2:2][CH2:3][CH3:4].FC(F)(F)C(O)=O.C([C@H]1NC(=O)CCC=CC[C@@H](CC(O)=O)C(=O)OC1)CCC.[Cl:56][C:57]1[CH:62]=[CH:61][C:60]([CH2:63][NH2:64])=[CH:59][CH:58]=1. The catalyst is C(Cl)Cl.CO.C(Cl)Cl. The product is [CH2:1]([C@H:5]1[NH:16][C:15](=[O:17])[CH2:14][CH2:13][CH:12]=[CH:11][CH2:10][C@@H:9]([CH2:18][C:19]([NH:64][CH2:63][C:60]2[CH:61]=[CH:62][C:57]([Cl:56])=[CH:58][CH:59]=2)=[O:21])[C:8](=[O:26])[O:7][CH2:6]1)[CH2:2][CH2:3][CH3:4]. The yield is 0.720. (6) The reactants are [OH:1][C:2]1[CH:7]=[C:6]([C:8]([O:10][CH3:11])=[O:9])[CH:5]=[CH:4][C:3]=1[C:12]1[CH:17]=[CH:16][CH:15]=[CH:14][C:13]=1[CH3:18].C(=O)([O-])[O-].[K+].[K+].[CH2:25](Br)[CH3:26]. The catalyst is C(#N)C. The product is [CH2:25]([O:1][C:2]1[CH:7]=[C:6]([C:8]([O:10][CH3:11])=[O:9])[CH:5]=[CH:4][C:3]=1[C:12]1[CH:17]=[CH:16][CH:15]=[CH:14][C:13]=1[CH3:18])[CH3:26]. The yield is 0.980. (7) The reactants are [CH2:1]([C:4]1[CH:10]=[CH:9][CH:8]=[CH:7][C:5]=1[NH2:6])[CH2:2][CH3:3].C([O-])(O)=O.[Na+].[I:16]I. The catalyst is CO.O. The product is [I:16][C:9]1[CH:8]=[CH:7][C:5]([NH2:6])=[C:4]([CH2:1][CH2:2][CH3:3])[CH:10]=1. The yield is 0.980. (8) The reactants are [CH3:1][O:2][C:3](=[O:24])[CH2:4][O:5][C:6]1[CH:10]=[C:9]([C:11]2[S:12][C:13](Br)=[CH:14][CH:15]=2)[N:8]([C:17]2[CH:22]=[CH:21][CH:20]=[CH:19][C:18]=2[Cl:23])[N:7]=1.[CH3:25][S:26]([C:29]1[CH:30]=[C:31](B(O)O)[CH:32]=[CH:33][CH:34]=1)(=[O:28])=[O:27].C([O-])([O-])=O.[Na+].[Na+].O. The catalyst is C1COCC1.C1C=CC([P]([Pd]([P](C2C=CC=CC=2)(C2C=CC=CC=2)C2C=CC=CC=2)([P](C2C=CC=CC=2)(C2C=CC=CC=2)C2C=CC=CC=2)[P](C2C=CC=CC=2)(C2C=CC=CC=2)C2C=CC=CC=2)(C2C=CC=CC=2)C2C=CC=CC=2)=CC=1. The product is [Cl:23][C:18]1[CH:19]=[CH:20][CH:21]=[CH:22][C:17]=1[N:8]1[C:9]([C:11]2[S:12][C:13]([C:33]3[CH:32]=[CH:31][CH:30]=[C:29]([S:26]([CH3:25])(=[O:28])=[O:27])[CH:34]=3)=[CH:14][CH:15]=2)=[CH:10][C:6]([O:5][CH2:4][C:3]([O:2][CH3:1])=[O:24])=[N:7]1. The yield is 0.450. (9) The reactants are C([NH:4][C:5]1[CH:23]=[CH:22][C:8]([O:9][C:10]2[CH:11]=[C:12]3[C:16](=[CH:17][CH:18]=2)[NH:15][C:14]([NH2:19])=[C:13]3[C:20]#[N:21])=[CH:7][CH:6]=1)(=O)C.O.Cl.C([O-])(O)=O.[Na+]. The catalyst is CO. The product is [NH2:4][C:5]1[CH:23]=[CH:22][C:8]([O:9][C:10]2[CH:11]=[C:12]3[C:16](=[CH:17][CH:18]=2)[NH:15][C:14]([NH2:19])=[C:13]3[C:20]#[N:21])=[CH:7][CH:6]=1. The yield is 0.950.